From a dataset of Full USPTO retrosynthesis dataset with 1.9M reactions from patents (1976-2016). Predict the reactants needed to synthesize the given product. (1) Given the product [F:61][CH:59]([F:60])[O:58][C:56]1[N:55]=[C:54]([S:62][CH2:63][C:64]2[CH:69]=[CH:68][CH:67]=[C:66]([F:70])[C:65]=2[F:71])[N:53]=[C:52]([NH:10][S:7]([C:5]2[N:4]=[CH:3][N:2]([CH3:1])[CH:6]=2)(=[O:9])=[O:8])[CH:57]=1, predict the reactants needed to synthesize it. The reactants are: [CH3:1][N:2]1[CH:6]=[C:5]([S:7]([NH2:10])(=[O:9])=[O:8])[N:4]=[CH:3]1.C1(P(C2CCCCC2)C2C=CC=CC=2C2C(C(C)C)=CC(C(C)C)=CC=2C(C)C)CCCCC1.C(=O)([O-])[O-].[Cs+].[Cs+].Cl[C:52]1[CH:57]=[C:56]([O:58][CH:59]([F:61])[F:60])[N:55]=[C:54]([S:62][CH2:63][C:64]2[CH:69]=[CH:68][CH:67]=[C:66]([F:70])[C:65]=2[F:71])[N:53]=1.FC(F)OC1N=C(SCC2C=CC=C(F)C=2F)N=C(NS(N2CCC2)(=O)=O)C=1. (2) Given the product [C:36]1(/[CH:35]=[CH:34]/[C:2]2[CH:7]=[C:6]([Cl:8])[CH:5]=[CH:4][C:3]=2[C@@H:9]2[CH2:13][NH:12][C:11](=[O:14])[CH2:10]2)[CH:41]=[CH:40][CH:39]=[CH:38][CH:37]=1, predict the reactants needed to synthesize it. The reactants are: Br[C:2]1[CH:7]=[C:6]([Cl:8])[CH:5]=[CH:4][C:3]=1[C@@H:9]1[CH2:13][NH:12][C:11](=[O:14])[CH2:10]1.C1(P(C2C=CC=CC=2)C2C=CC=CC=2)C=CC=CC=1.[CH2:34]=[CH:35][C:36]1[CH:41]=[CH:40][CH:39]=[CH:38][CH:37]=1.C(N(C(C)C)CC)(C)C. (3) Given the product [Cl:32][C:17]1[C:18]([NH:20][C@@H:21]2[CH2:26][CH2:25][CH2:24][CH2:23][C@H:22]2[NH:27][S:28]([CH3:31])(=[O:30])=[O:29])=[N:19][C:14]([NH:12][C:2]2[CH:3]=[CH:4][C:5]3[S:11][CH2:10][CH2:9][NH:8][CH2:7][C:6]=3[CH:1]=2)=[N:15][CH:16]=1, predict the reactants needed to synthesize it. The reactants are: [CH:1]1[C:6]2[CH2:7][NH:8][CH2:9][CH2:10][S:11][C:5]=2[CH:4]=[CH:3][C:2]=1[NH2:12].Cl[C:14]1[N:19]=[C:18]([NH:20][C@@H:21]2[CH2:26][CH2:25][CH2:24][CH2:23][C@@H:22]2[NH:27][S:28]([CH3:31])(=[O:30])=[O:29])[C:17]([Cl:32])=[CH:16][N:15]=1. (4) Given the product [CH2-:1][C:2]([CH3:4])=[O:3].[O:37]1[C:35]2[CH:36]=[CH:1][CH:2]=[CH:32][C:31]=2[N:30]=[C:33]1[NH:5][CH2:6][C@@H:7]1[C@H:11]([OH:12])[C@H:10]([OH:13])[C@H:9]([N:14]2[CH:22]=[N:21][C:20]3[C:15]2=[N:16][CH:17]=[N:18][C:19]=3[CH:23]2[CH2:27][CH2:26][O:25][CH2:24]2)[O:8]1, predict the reactants needed to synthesize it. The reactants are: [CH2-:1][C:2]([CH3:4])=[O:3].[NH2:5][CH2:6][C@@H:7]1[C@H:11]([OH:12])[C@H:10]([OH:13])[C@H:9]([N:14]2[CH:22]=[N:21][C:20]3[C:15]2=[N:16][CH:17]=[N:18][C:19]=3[CH:23]2[CH2:27][CH2:26][O:25][CH2:24]2)[O:8]1.C([N:30]([CH2:33]C)[CH2:31][CH3:32])C.[CH2:35]([OH:37])[CH3:36]. (5) Given the product [CH3:1][C:2]1[CH:7]=[CH:6][C:5]([C:8]2[CH:9]=[C:10]([C:25]([N:53]3[CH2:54][CH:52]3[CH3:51])=[O:26])[CH:11]=[C:12]([C:14]([NH:15][CH2:16][C:17]3[CH:22]=[N:21][C:20]([CH3:23])=[N:19][CH:18]=3)=[O:24])[CH:13]=2)=[CH:4][CH:3]=1, predict the reactants needed to synthesize it. The reactants are: [CH3:1][C:2]1[CH:7]=[CH:6][C:5]([C:8]2[CH:13]=[C:12]([C:14](=[O:24])[NH:15][CH2:16][C:17]3[CH:18]=[N:19][C:20]([CH3:23])=[N:21][CH:22]=3)[CH:11]=[C:10]([C:25](O)=[O:26])[CH:9]=2)=[CH:4][CH:3]=1.Cl.CN(C)CCCN=C=NCC.O.ON1C2C=CC=CC=2N=N1.[CH3:51][CH:52]1[CH2:54][NH:53]1.C(N(CC)C(C)C)(C)C. (6) The reactants are: [O:1]1[CH:5]=[CH:4][CH:3]=[C:2]1[C:6]1[NH:14][C:13]([NH2:15])=[N:12][C:11]2[C:7]=1[N:8]=[CH:9][N:10]=2.Cl[C:17]([O:19][CH2:20][C:21]1[CH:26]=[CH:25][CH:24]=[CH:23][CH:22]=1)=[O:18].C(N(CC)CC)C.O. Given the product [NH2:15][C:13]1[N:12]=[C:11]2[C:7]([N:8]=[CH:9][N:10]2[C:17]([O:19][CH2:20][C:21]2[CH:26]=[CH:25][CH:24]=[CH:23][CH:22]=2)=[O:18])=[C:6]([C:2]2[O:1][CH:5]=[CH:4][CH:3]=2)[N:14]=1, predict the reactants needed to synthesize it. (7) Given the product [N:39]([CH2:12][CH2:13][N:14]1[C:18]([NH:19][C:20]([C:33]2[CH:38]=[CH:37][CH:36]=[CH:35][CH:34]=2)([C:27]2[CH:28]=[CH:29][CH:30]=[CH:31][CH:32]=2)[C:21]2[CH:26]=[CH:25][CH:24]=[CH:23][CH:22]=2)=[CH:17][CH:16]=[N:15]1)=[N+:40]=[N-:41], predict the reactants needed to synthesize it. The reactants are: CC1C=CC(S(O[CH2:12][CH2:13][N:14]2[C:18]([NH:19][C:20]([C:33]3[CH:38]=[CH:37][CH:36]=[CH:35][CH:34]=3)([C:27]3[CH:32]=[CH:31][CH:30]=[CH:29][CH:28]=3)[C:21]3[CH:26]=[CH:25][CH:24]=[CH:23][CH:22]=3)=[CH:17][CH:16]=[N:15]2)(=O)=O)=CC=1.[N-:39]=[N+:40]=[N-:41].[Na+].